Dataset: Full USPTO retrosynthesis dataset with 1.9M reactions from patents (1976-2016). Task: Predict the reactants needed to synthesize the given product. (1) Given the product [CH2:14]([NH:13][CH2:12][CH2:11][N:10]1[C:6]2[CH:5]=[CH:4][N:3]=[C:2]([NH2:1])[C:7]=2[N:8]=[C:9]1[S:19][C:21]1[C:29]([CH:30]=[CH2:31])=[CH:28][C:24]2[O:25][CH2:26][O:27][C:23]=2[CH:22]=1)[C:15]([CH3:16])([CH3:18])[CH3:17], predict the reactants needed to synthesize it. The reactants are: [NH2:1][C:2]1[C:7]2[NH:8][C:9](=[S:19])[N:10]([CH2:11][CH2:12][NH:13][CH2:14][C:15]([CH3:18])([CH3:17])[CH3:16])[C:6]=2[CH:5]=[CH:4][N:3]=1.I[C:21]1[C:29]([CH:30]=[CH2:31])=[CH:28][C:24]2[O:25][CH2:26][O:27][C:23]=2[CH:22]=1.CC1C=CC2C=CC3C=CC(C)=NC=3C=2N=1.O.CC([O-])(C)C.[Na+]. (2) Given the product [CH2:1]([O:4][C:5]1([CH3:38])[CH2:10][CH2:9][N:8]([C:11]2[C:12]3[N:13]([N:28]=[C:29]([C:31]4[CH:32]=[C:33]([C:41]5[C:42]([OH:46])=[CH:43][CH:44]=[CH:45][C:40]=5[F:39])[CH:34]=[CH:35][CH:36]=4)[CH:30]=3)[CH:14]=[C:15]([CH3:27])[C:16]=2[C@H:17]([O:22][C:23]([CH3:26])([CH3:25])[CH3:24])[C:18]([O:20][CH3:21])=[O:19])[CH2:7][CH2:6]1)[CH:2]=[CH2:3], predict the reactants needed to synthesize it. The reactants are: [CH2:1]([O:4][C:5]1([CH3:38])[CH2:10][CH2:9][N:8]([C:11]2[C:12]3[N:13]([N:28]=[C:29]([C:31]4[CH:36]=[CH:35][CH:34]=[C:33](Br)[CH:32]=4)[CH:30]=3)[CH:14]=[C:15]([CH3:27])[C:16]=2[C@H:17]([O:22][C:23]([CH3:26])([CH3:25])[CH3:24])[C:18]([O:20][CH3:21])=[O:19])[CH2:7][CH2:6]1)[CH:2]=[CH2:3].[F:39][C:40]1[CH:45]=[CH:44][CH:43]=[C:42]([OH:46])[C:41]=1B(O)O.C([O-])([O-])=O.[Na+].[Na+]. (3) Given the product [C:31]([O:30][C:28]([NH:27][C@@H:10]([CH2:11][C:12]1[C:20]2[C:15](=[CH:16][CH:17]=[CH:18][CH:19]=2)[N:14]([CH2:21][CH2:22][CH2:23][CH2:24][CH2:25][CH3:26])[CH:13]=1)[C:9]([NH:68][O:67][CH2:48][C:49]1[CH:54]=[CH:53][CH:52]=[CH:51][CH:50]=1)=[O:35])=[O:29])([CH3:32])([CH3:34])[CH3:33], predict the reactants needed to synthesize it. The reactants are: C(O[C:9](=[O:35])[C@@H:10]([NH:27][C:28]([O:30][C:31]([CH3:34])([CH3:33])[CH3:32])=[O:29])[CH2:11][C:12]1[C:20]2[C:15](=[CH:16][CH:17]=[CH:18][CH:19]=2)[N:14]([CH2:21][CH2:22][CH2:23][CH2:24][CH2:25][CH3:26])[CH:13]=1)C1C=CC=CC=1.CCN=C=NCCCN(C)C.Cl.[C:48]([O:67][NH2:68])(C1C=CC=CC=1)(C1C=CC=CC=1)[C:49]1[CH:54]=[CH:53][CH:52]=[CH:51][CH:50]=1. (4) The reactants are: Cl.[O:2]=[C:3]1[NH:12][C:11]2[N:10]=[CH:9][C:8](/[CH:13]=[CH:14]/[C:15]([OH:17])=O)=[CH:7][C:6]=2[CH2:5][CH2:4]1.F[C:19](F)(F)C(O)=O.[NH:25]1[CH2:29][CH2:28][CH2:27][C@@H:26]1[C:30]1[O:31][C:32]2[CH:38]=[CH:37][CH:36]=[CH:35][C:33]=2[N:34]=1.CCN(C(C)C)C(C)C.CCN=C=NCCCN(C)C. Given the product [O:31]1[C:32]2[CH:38]=[CH:37][CH:36]=[CH:35][C:33]=2[N:34]=[C:30]1[CH:26]1[CH2:19][CH2:27][CH2:28][CH2:29][N:25]1[C:15](=[O:17])/[CH:14]=[CH:13]/[C:8]1[CH:7]=[C:6]2[C:11](=[N:10][CH:9]=1)[NH:12][C:3](=[O:2])[CH2:4][CH2:5]2, predict the reactants needed to synthesize it. (5) Given the product [C:1]([C:5]1[C:6]([OH:17])=[C:7]([C:11]([CH3:16])=[C:12]([C:14]#[N:15])[CH:13]=1)[C:8]([NH:21][C:20]1[CH:22]=[CH:23][C:24]([S:26]([C:29]([F:32])([F:30])[F:31])(=[O:28])=[O:27])=[CH:25][C:19]=1[Cl:18])=[O:10])([CH3:2])([CH3:3])[CH3:4], predict the reactants needed to synthesize it. The reactants are: [C:1]([C:5]1[C:6]([OH:17])=[C:7]([C:11]([CH3:16])=[C:12]([C:14]#[N:15])[CH:13]=1)[C:8]([OH:10])=O)([CH3:4])([CH3:3])[CH3:2].[Cl:18][C:19]1[CH:25]=[C:24]([S:26]([C:29]([F:32])([F:31])[F:30])(=[O:28])=[O:27])[CH:23]=[CH:22][C:20]=1[NH2:21].